From a dataset of Full USPTO retrosynthesis dataset with 1.9M reactions from patents (1976-2016). Predict the reactants needed to synthesize the given product. (1) Given the product [OH:1][C:2]1[CH:3]=[C:4]([CH:9]=[C:10]([O:13][CH3:16])[C:11]=1[OH:12])[C:5]([O:7][CH3:8])=[O:6], predict the reactants needed to synthesize it. The reactants are: [OH:1][C:2]1[CH:3]=[C:4]([CH:9]=[C:10]([OH:13])[C:11]=1[OH:12])[C:5]([O:7][CH3:8])=[O:6].[OH-].[Na+].[CH3:16]OS(OC)(=O)=O.S(=O)(=O)(O)O. (2) Given the product [N:20]1([C:2]2[N:7]=[CH:6][N:5]=[C:4]([N:8]3[C:12](=[O:13])[C:11]([C:14]4[CH:15]=[N:16][CH:17]=[CH:18][CH:19]=4)=[CH:10][NH:9]3)[CH:3]=2)[CH2:23][CH2:22][CH2:21]1, predict the reactants needed to synthesize it. The reactants are: Cl[C:2]1[N:7]=[CH:6][N:5]=[C:4]([N:8]2[C:12](=[O:13])[C:11]([C:14]3[CH:15]=[N:16][CH:17]=[CH:18][CH:19]=3)=[CH:10][NH:9]2)[CH:3]=1.[NH:20]1[CH2:23][CH2:22][CH2:21]1. (3) Given the product [F:31][C:32]1[CH:37]=[C:36]([C:10]2[CH:11]=[CH:12][C:13]3[N:19]4[CH2:20][C@H:16]([CH2:17][CH2:18]4)[N:15]([C:21]([NH:23][C:24]4[CH:25]=[N:26][CH:27]=[CH:28][CH:29]=4)=[O:22])[C:14]=3[N:30]=2)[CH:35]=[N:34][C:33]=1[CH3:47], predict the reactants needed to synthesize it. The reactants are: P([O-])([O-])([O-])=O.[K+].[K+].[K+].Cl[C:10]1[CH:11]=[CH:12][C:13]2[N:19]3[CH2:20][C@H:16]([CH2:17][CH2:18]3)[N:15]([C:21]([NH:23][C:24]3[CH:25]=[N:26][CH:27]=[CH:28][CH:29]=3)=[O:22])[C:14]=2[N:30]=1.[F:31][C:32]1[C:33]([CH3:47])=[N:34][CH:35]=[C:36](B2OC(C)(C)C(C)(C)O2)[CH:37]=1.CC(C1C=C(C(C)C)C(C2C=CC=CC=2P(C2CCCCC2)C2CCCCC2)=C(C(C)C)C=1)C. (4) Given the product [CH3:9][CH:5]=[CH:6][CH2:7][CH2:32][CH2:33][CH2:15][CH2:16][CH2:17][CH2:18][CH2:19][CH2:14][CH:20]=[CH:6][CH2:7][CH2:8][CH2:9][CH2:5][CH3:10], predict the reactants needed to synthesize it. The reactants are: COC([C:5]1([C:10](OC)=O)[CH2:9][CH:8]=[CH:7][CH2:6]1)=O.[C:14]1([CH3:20])[CH:19]=[CH:18][CH:17]=[CH:16][CH:15]=1.C(OC(O[CH2:32][CH3:33])(OCC)OCC)C. (5) Given the product [CH2:16]([O:15][C:9]1[CH:10]=[C:11]([F:14])[CH:12]=[CH:13][C:8]=1[OH:7])[C:17]1[CH:18]=[CH:19][CH:20]=[CH:21][CH:22]=1, predict the reactants needed to synthesize it. The reactants are: C[O-].[Na+].C([O:7][C:8]1[CH:13]=[CH:12][C:11]([F:14])=[CH:10][C:9]=1[O:15][CH2:16][C:17]1[CH:22]=[CH:21][CH:20]=[CH:19][CH:18]=1)(=O)C. (6) Given the product [Br:1][C:2]1[CH:3]=[C:4]2[C:10]([CH2:25][C:24]3[CH:27]=[CH:28][CH:29]=[C:22]([Cl:21])[CH:23]=3)=[N:9][N:8]([CH2:12][O:13][C:14](=[O:19])[C:15]([CH3:18])([CH3:17])[CH3:16])[C:5]2=[N:6][CH:7]=1, predict the reactants needed to synthesize it. The reactants are: [Br:1][C:2]1[CH:3]=[C:4]2[C:10](I)=[N:9][N:8]([CH2:12][O:13][C:14](=[O:19])[C:15]([CH3:18])([CH3:17])[CH3:16])[C:5]2=[N:6][CH:7]=1.[Cl-].[Cl:21][C:22]1[CH:23]=[C:24]([CH:27]=[CH:28][CH:29]=1)[CH2:25][Zn+]. (7) Given the product [NH:41]1[C:42]2[CH:47]=[CH:46][CH:45]=[CH:44][C:43]=2[N:48]=[C:12]1[CH:11]([NH:10][C:8](=[O:9])[O:7][C:3]([CH3:6])([CH3:5])[CH3:4])[CH2:15][C:16]1[CH:21]=[CH:20][C:19]([O:22][CH3:23])=[C:18]([F:24])[CH:17]=1, predict the reactants needed to synthesize it. The reactants are: N#N.[C:3]([O:7][C:8]([NH:10][CH:11]([CH2:15][C:16]1[CH:21]=[CH:20][C:19]([O:22][CH3:23])=[C:18]([F:24])[CH:17]=1)[C:12](O)=O)=[O:9])([CH3:6])([CH3:5])[CH3:4].C(N1CCOCC1)C.CN(C(O[N:41]1N=[N:48][C:43]2[CH:44]=[CH:45][CH:46]=[CH:47][C:42]1=2)=[N+](C)C)C.[B-](F)(F)(F)F.C1(N)C(N)=CC=CC=1. (8) Given the product [CH2:17]([N:21]([CH3:34])[C:22]([C:24]1[CH:25]=[C:26]([CH:31]=[CH:32][CH:33]=1)[C:27]([OH:29])=[O:28])=[O:23])[CH2:18][CH2:19][CH3:20], predict the reactants needed to synthesize it. The reactants are: C(OC(N1C[C@H](O)C[C@@H]1C(O)=O)=O)(C)(C)C.[CH2:17]([N:21]([CH3:34])[C:22]([C:24]1[CH:25]=[C:26]([CH:31]=[CH:32][CH:33]=1)[C:27]([O:29]C)=[O:28])=[O:23])[CH2:18][CH2:19][CH3:20].COC(C1C=C(C=CC=1)C(O)=O)=O.CCN(C(C)C)C(C)C.CN(C(ON1N=NC2C=CC=NC1=2)=[N+](C)C)C.F[P-](F)(F)(F)(F)F.CNCCCC. (9) Given the product [CH3:94][N:89]1[CH2:90][CH2:91][CH2:92][CH2:93]1.[NH2:1][C@H:2]([C:4]([NH:6][CH2:7][C:8]([NH:10][C@H:11]([C:15]([NH:17][C@H:18]([C:27]([NH:29][C@@H:30]([C:55]([NH:57][C@H:58]([C:69]([NH2:71])=[O:70])[CH2:59][C:60]1[C:68]2[C:63](=[CH:64][CH:65]=[CH:66][CH:67]=2)[NH:62][CH:61]=1)=[O:56])[CH2:31][C:32](=[O:54])[NH:33][NH:34][C:35]([C:48]1[CH:53]=[CH:52][CH:51]=[CH:50][CH:49]=1)([C:36]1[CH:41]=[CH:40][CH:39]=[CH:38][CH:37]=1)[C:42]1[CH:43]=[CH:44][CH:45]=[CH:46][CH:47]=1)=[O:28])[CH2:19][C:20](=[O:26])[O:21][C:22]([CH3:24])([CH3:25])[CH3:23])=[O:16])[C@@H:12]([CH3:14])[OH:13])=[O:9])=[O:5])[CH3:3], predict the reactants needed to synthesize it. The reactants are: [NH2:1][C@H:2]([C:4]([NH:6][CH2:7][C:8]([NH:10][C@H:11]([C:15]([NH:17][C@H:18]([C:27]([NH:29][C@@H:30]([C:55]([NH:57][C@H:58]([C:69]([NH:71]C(OCC1C2C(=CC=CC=2)C2C1=CC=CC=2)=O)=[O:70])[CH2:59][C:60]1[C:68]2[C:63](=[CH:64][CH:65]=[CH:66][CH:67]=2)[NH:62][CH:61]=1)=[O:56])[CH2:31][C:32](=[O:54])[NH:33][NH:34][C:35]([C:48]1[CH:53]=[CH:52][CH:51]=[CH:50][CH:49]=1)([C:42]1[CH:47]=[CH:46][CH:45]=[CH:44][CH:43]=1)[C:36]1[CH:41]=[CH:40][CH:39]=[CH:38][CH:37]=1)=[O:28])[CH2:19][C:20](=[O:26])[O:21][C:22]([CH3:25])([CH3:24])[CH3:23])=[O:16])[C@@H:12]([CH3:14])[OH:13])=[O:9])=[O:5])[CH3:3].[NH:89]1[CH2:94][CH2:93][CH2:92][CH2:91][CH2:90]1.